From a dataset of Orexin1 receptor HTS with 218,158 compounds and 233 confirmed actives. Binary Classification. Given a drug SMILES string, predict its activity (active/inactive) in a high-throughput screening assay against a specified biological target. (1) The molecule is O=C1N(CC(C1)C(=O)NCCCn1nc(cc1C)C)Cc1ccccc1. The result is 0 (inactive). (2) The drug is O1CCN(CC1)C(=O)COc1c(OCC)cc(cc1)/C=N\NC(=O)c1cccnc1. The result is 0 (inactive). (3) The drug is OCC(NC(=O)CC(=O)NC(C(C)C)CO)C(C)C. The result is 0 (inactive). (4) The drug is Fc1ccc(C(=O)NNC(=O)C2CN(C(=O)C2)c2ccc(cc2)CC)cc1. The result is 0 (inactive). (5) The drug is Clc1ccc(OC(C(=O)NCc2n[nH]c(=O)c3c2cccc3)(C)C)cc1. The result is 0 (inactive). (6) The compound is O=C(N(C1CC1)C(c1ccc(OCC(=O)N)cc1)C(=O)NC(C)(C)C)c1cccnc1. The result is 0 (inactive). (7) The drug is S(=O)(=O)(NCc1occc1)c1ccc(cc1)C(=O)Nc1nccc(c1)C. The result is 0 (inactive).